Predict the product of the given reaction. From a dataset of Forward reaction prediction with 1.9M reactions from USPTO patents (1976-2016). (1) The product is: [F:45][C:13]1[CH:14]=[C:15]2[C:10](=[CH:11][CH:12]=1)[S:9][CH2:8][C:17]([C:18]1[CH:19]=[CH:20][C:21]3[O:26][CH2:25][C:24](=[O:27])[NH:23][C:22]=3[CH:28]=1)=[CH:16]2. Given the reactants BrC1C=CC([CH:8]2[C:17]([C:18]3[CH:19]=[CH:20][C:21]4[O:26][CH2:25][C:24](=[O:27])[NH:23][C:22]=4[CH:28]=3)=[CH:16][C:15]3[C:10](=[CH:11][CH:12]=[CH:13][CH:14]=3)[S:9]2)=CC=1.ClCC(C1C=CC2OCC(=O)NC=2C=1)=O.[Br-].[F:45]C1C=CC(S)=C(C=1)C[P+](C1C=CC=CC=1)(C1C=CC=CC=1)C1C=CC=CC=1, predict the reaction product. (2) Given the reactants I[C:2]1[CH:7]=[CH:6][CH:5]=[CH:4][C:3]=1[N+:8]([O-])=O.[CH3:11][NH:12][C:13](=O)[CH3:14], predict the reaction product. The product is: [CH3:11][N:12]1[C:2]2[CH:7]=[CH:6][CH:5]=[CH:4][C:3]=2[N:8]=[C:13]1[CH3:14]. (3) Given the reactants P(Cl)(Cl)(Cl)=O.[CH3:6][N:7]1[C:15]2[C:10](=[CH:11][CH:12]=[CH:13][CH:14]=2)[C:9]([CH3:16])=[CH:8]1.[C:17]([O-])(=[O:19])C.[Na+], predict the reaction product. The product is: [CH3:6][N:7]1[C:15]2[C:10](=[CH:11][CH:12]=[CH:13][CH:14]=2)[C:9]([CH3:16])=[C:8]1[CH:17]=[O:19].